Task: Regression. Given a peptide amino acid sequence and an MHC pseudo amino acid sequence, predict their binding affinity value. This is MHC class I binding data.. Dataset: Peptide-MHC class I binding affinity with 185,985 pairs from IEDB/IMGT (1) The peptide sequence is SEWGWRIPF. The MHC is HLA-C04:01 with pseudo-sequence HLA-C04:01. The binding affinity (normalized) is 0.213. (2) The peptide sequence is NAMSFDGFIR. The MHC is HLA-A03:01 with pseudo-sequence HLA-A03:01. The binding affinity (normalized) is 0. (3) The peptide sequence is TLNVLAWLY. The MHC is HLA-A03:01 with pseudo-sequence HLA-A03:01. The binding affinity (normalized) is 0.667. (4) The peptide sequence is LLWQDPVPA. The MHC is HLA-A02:01 with pseudo-sequence HLA-A02:01. The binding affinity (normalized) is 0.647. (5) The peptide sequence is TFMWTNCRGEF. The MHC is Mamu-B17 with pseudo-sequence Mamu-B17. The binding affinity (normalized) is 0.